From a dataset of Plasma protein binding rate (PPBR) regression data from AstraZeneca. Regression/Classification. Given a drug SMILES string, predict its absorption, distribution, metabolism, or excretion properties. Task type varies by dataset: regression for continuous measurements (e.g., permeability, clearance, half-life) or binary classification for categorical outcomes (e.g., BBB penetration, CYP inhibition). For this dataset (ppbr_az), we predict Y. (1) The compound is O=P(c1ccccc1)(c1ccccc1)N(Cc1ccccn1)Cc1ccccn1. The Y is 99.5 %. (2) The drug is Cc1cc(C2(c3cccc(-c4cncnc4)c3)N=C(N)c3c(F)cccc32)cn(C)c1=O. The Y is 81.0 %.